This data is from Catalyst prediction with 721,799 reactions and 888 catalyst types from USPTO. The task is: Predict which catalyst facilitates the given reaction. (1) Product: [NH2:18][CH2:17][CH2:16][NH:19][C:9](=[O:10])[O:11][C:12]([CH3:13])([CH3:14])[CH3:15]. The catalyst class is: 2. Reactant: [C:12]([O:11][C:9](O[C:9]([O:11][C:12]([CH3:15])([CH3:14])[CH3:13])=[O:10])=[O:10])([CH3:15])([CH3:14])[CH3:13].[CH2:16]([NH2:19])[CH2:17][NH2:18].CCOC(C)=O.CO. (2) Reactant: [Br:1][C:2]1[CH:3]=[C:4]([C:8](=[O:10])[CH3:9])[CH:5]=[N:6][CH:7]=1.CCO.[BH4-].[Na+].[OH-].[Na+]. Product: [Br:1][C:2]1[CH:3]=[C:4]([CH:8]([OH:10])[CH3:9])[CH:5]=[N:6][CH:7]=1. The catalyst class is: 6.